This data is from Full USPTO retrosynthesis dataset with 1.9M reactions from patents (1976-2016). The task is: Predict the reactants needed to synthesize the given product. Given the product [C:41]([O:45][C:46]([C:48]1[C:56]2[CH2:55][CH2:54][N:53]([CH2:57][C:58]3[CH:59]=[CH:60][C:61]([O:64][CH3:65])=[CH:62][CH:63]=3)[CH:52]([CH2:66][NH:67][C:38]([C:31]3[C:32]4[C:37](=[CH:36][CH:35]=[CH:34][CH:33]=4)[N:29]([CH2:22][C:23]4[CH:28]=[CH:27][CH:26]=[CH:25][CH:24]=4)[CH:30]=3)=[O:39])[C:51]=2[S:50][C:49]=1[NH2:68])=[O:47])([CH3:44])([CH3:42])[CH3:43], predict the reactants needed to synthesize it. The reactants are: C(N(C(C)C)CC)(C)C.Cl.CN(C)CCCN=C=NCC.[CH2:22]([N:29]1[C:37]2[C:32](=[CH:33][CH:34]=[CH:35][CH:36]=2)[C:31]([C:38](O)=[O:39])=[CH:30]1)[C:23]1[CH:28]=[CH:27][CH:26]=[CH:25][CH:24]=1.[C:41]([O:45][C:46]([C:48]1[C:56]2[CH2:55][CH2:54][N:53]([CH2:57][C:58]3[CH:63]=[CH:62][C:61]([O:64][CH3:65])=[CH:60][CH:59]=3)[CH:52]([CH2:66][NH2:67])[C:51]=2[S:50][C:49]=1[NH2:68])=[O:47])([CH3:44])([CH3:43])[CH3:42].